This data is from Reaction yield outcomes from USPTO patents with 853,638 reactions. The task is: Predict the reaction yield, written as a fraction of the theoretical maximum amount of product (1.0 means a 100% yield; for example, 0.34 means a 34% yield). (1) The reactants are [I:1][C:2]1[C:7]([OH:8])=[CH:6][CH:5]=[C:4]([S:9]([CH3:12])(=[O:11])=[O:10])[N:3]=1.Br[CH2:14][CH:15]1[CH2:17][CH2:16]1.O. The catalyst is C(#N)C. The product is [CH:15]1([CH2:14][O:8][C:7]2[C:2]([I:1])=[N:3][C:4]([S:9]([CH3:12])(=[O:10])=[O:11])=[CH:5][CH:6]=2)[CH2:17][CH2:16]1. The yield is 0.848. (2) The yield is 0.930. The product is [C:9]([O:12][C:13](=[O:14])[NH:7][CH2:6][C:2]1[O:1][CH:5]=[CH:4][CH:3]=1)([CH3:11])([CH3:10])[CH3:8]. The reactants are [O:1]1[CH:5]=[CH:4][CH:3]=[C:2]1[CH2:6][NH2:7].[CH3:8][C:9]([O:12][C:13](O[C:13]([O:12][C:9]([CH3:11])([CH3:10])[CH3:8])=[O:14])=[O:14])([CH3:11])[CH3:10]. The catalyst is C(Cl)Cl. (3) The reactants are [CH3:1][C:2]([CH3:36])([CH3:35])[C:3]([C:29]1[CH:30]=[N:31][CH:32]=[N:33][CH:34]=1)([O:19]B1OC(C)(C)C(C)(C)O1)[C:4]1[CH:9]=[CH:8][C:7](B2OC(C)(C)C(C)(C)O2)=[CH:6][N:5]=1.P([O-])([O-])([O-])=O.[K+].[K+].[K+].Br[C:46]1[CH:51]=[CH:50][C:49]([C:52]([CH3:56])([CH3:55])[C:53]#[N:54])=[CH:48][C:47]=1[CH2:57][CH3:58].O. The catalyst is O1CCOCC1.Cl[Pd](Cl)([P](C1C=CC=CC=1)(C1C=CC=CC=1)C1C=CC=CC=1)[P](C1C=CC=CC=1)(C1C=CC=CC=1)C1C=CC=CC=1. The product is [CH2:57]([C:47]1[CH:48]=[C:49]([C:52]([CH3:55])([CH3:56])[C:53]#[N:54])[CH:50]=[CH:51][C:46]=1[C:7]1[CH:6]=[N:5][C:4]([C:3]([OH:19])([C:29]2[CH:34]=[N:33][CH:32]=[N:31][CH:30]=2)[C:2]([CH3:35])([CH3:36])[CH3:1])=[CH:9][CH:8]=1)[CH3:58]. The yield is 0.530. (4) The reactants are [F:1][C:2]1[CH:7]=[CH:6][C:5]([C:8]2[N:9]=[C:10]3[N:14]([C:15]=2[C:16](=[O:18])[CH3:17])[CH:13]=[CH:12][O:11]3)=[CH:4][CH:3]=1.CO[CH:21](OC)[N:22]([CH3:24])[CH3:23]. No catalyst specified. The product is [CH3:21][N:22]([CH3:24])[CH:23]=[CH:17][C:16]([C:15]1[N:14]2[C:10]([O:11][CH:12]=[CH:13]2)=[N:9][C:8]=1[C:5]1[CH:4]=[CH:3][C:2]([F:1])=[CH:7][CH:6]=1)=[O:18]. The yield is 0.870. (5) The reactants are C1C=C2C(C=C(NCNCCCC(O)=O)C=C2)=CC=1.Cl.[C:21](=[O:24])(O)[O-:22].[Na+].[F:26][C:27]1[CH:28]=[CH:29][C:30]([CH2:35][C:36]2[O:37][C:38]([C:41]([C:43]3[CH2:44][N:45]([CH:51]([CH3:53])[CH3:52])[C:46](=[O:50])[C:47]=3[O:48][CH3:49])=[O:42])=[CH:39][CH:40]=2)=[C:31]([CH:34]=1)C=O.CC(=CC)C.Cl([O-])=O.[Na+].O.O.P([O-])(O)(O)=O.[Na+]. The catalyst is CO.O1CCOCC1.O1CCCC1. The product is [F:26][C:27]1[CH:34]=[CH:31][C:30]([CH2:35][C:36]2[O:37][C:38]([C:41]([C:43]3[CH2:44][N:45]([CH:51]([CH3:53])[CH3:52])[C:46](=[O:50])[C:47]=3[O:48][CH3:49])=[O:42])=[CH:39][CH:40]=2)=[C:29]([CH:28]=1)[C:21]([OH:22])=[O:24]. The yield is 0.770. (6) The reactants are [CH:1]1([O:6][C:7](=[O:48])[C@@H:8]([NH:40]C(OC(C)(C)C)=O)[CH2:9][CH2:10][O:11][C:12]2[CH:21]=[C:20]3[C:15]([C:16]([S:22][C:23]4[CH:28]=[CH:27][C:26]([NH:29][C:30](=[O:37])[C:31]5[CH:36]=[CH:35][CH:34]=[CH:33][CH:32]=5)=[CH:25][CH:24]=4)=[CH:17][CH:18]=[N:19]3)=[CH:14][C:13]=2[O:38][CH3:39])[CH2:5][CH2:4][CH2:3][CH2:2]1. The catalyst is C(Cl)Cl.C(O)(C(F)(F)F)=O. The product is [CH:1]1([O:6][C:7](=[O:48])[C@@H:8]([NH2:40])[CH2:9][CH2:10][O:11][C:12]2[CH:21]=[C:20]3[C:15]([C:16]([S:22][C:23]4[CH:28]=[CH:27][C:26]([NH:29][C:30](=[O:37])[C:31]5[CH:32]=[CH:33][CH:34]=[CH:35][CH:36]=5)=[CH:25][CH:24]=4)=[CH:17][CH:18]=[N:19]3)=[CH:14][C:13]=2[O:38][CH3:39])[CH2:5][CH2:4][CH2:3][CH2:2]1. The yield is 0.980. (7) The reactants are [CH3:1][C:2]1[C:6]([CH2:7][O:8][C:9]2[CH:14]=[CH:13][C:12]([C:15]([CH3:20])([CH3:19])[C:16]([OH:18])=O)=[CH:11][CH:10]=2)=[C:5]([CH3:21])[O:4][N:3]=1.C(Cl)CCl.Cl.[Cl:27][C:28]1[CH:33]=[CH:32][C:31]([CH:34]([C:36]2[CH:41]=[CH:40][CH:39]=[CH:38][CH:37]=2)[NH2:35])=[CH:30][CH:29]=1.C1C=CC2N(O)N=NC=2C=1.C(N(CC)CC)C. The catalyst is O1CCCC1. The product is [Cl:27][C:28]1[CH:29]=[CH:30][C:31]([CH:34]([C:36]2[CH:37]=[CH:38][CH:39]=[CH:40][CH:41]=2)[NH:35][C:16](=[O:18])[C:15]([C:12]2[CH:11]=[CH:10][C:9]([O:8][CH2:7][C:6]3[C:2]([CH3:1])=[N:3][O:4][C:5]=3[CH3:21])=[CH:14][CH:13]=2)([CH3:20])[CH3:19])=[CH:32][CH:33]=1. The yield is 0.220. (8) The reactants are [C:1](=[O:12])([S:9][CH2:10][CH3:11])[O:2][O:3][CH:4](Cl)[CH:5]([CH3:7])[CH3:6].[C:13]([OH:19])(=[O:18])[C:14]([CH3:17])([CH3:16])[CH3:15].C(N(CC)C(C)C)(C)C.O. The catalyst is CCOCC. The product is [C:1](=[O:12])([S:9][CH2:10][CH3:11])[O:2][O:3][CH:4]([O:19][C:13](=[O:18])[C:14]([CH3:17])([CH3:16])[CH3:15])[CH:5]([CH3:7])[CH3:6]. The yield is 1.00. (9) The reactants are C([Li])CCC.Br[C:7]1[CH:8]=[N:9][C:10]([Cl:14])=[C:11]([F:13])[CH:12]=1.B(OC)(OC)[O:16]C.[OH-].[Na+].OO. The catalyst is C1(C)C=CC=CC=1. The product is [Cl:14][C:10]1[N:9]=[CH:8][C:7]([OH:16])=[CH:12][C:11]=1[F:13]. The yield is 0.800.